From a dataset of Peptide-MHC class I binding affinity with 185,985 pairs from IEDB/IMGT. Regression. Given a peptide amino acid sequence and an MHC pseudo amino acid sequence, predict their binding affinity value. This is MHC class I binding data. (1) The peptide sequence is KLYFWIPWS. The MHC is HLA-A02:03 with pseudo-sequence HLA-A02:03. The binding affinity (normalized) is 0.581. (2) The peptide sequence is IRKPKHLYV. The MHC is HLA-A31:01 with pseudo-sequence HLA-A31:01. The binding affinity (normalized) is 0.0847.